Dataset: Full USPTO retrosynthesis dataset with 1.9M reactions from patents (1976-2016). Task: Predict the reactants needed to synthesize the given product. (1) The reactants are: [CH2:1]([N:4]1[CH2:8][CH2:7][CH2:6][CH2:5]1)[C:2]#[CH:3].C(NC(C)C)(C)C.I[C:17]1[CH:22]=[CH:21][C:20](/[C:23](/[C:40]2[CH:45]=[CH:44][C:43]([C:46]([F:49])([F:48])[F:47])=[CH:42][CH:41]=2)=[CH:24]\[CH2:25][O:26][C:27]2[CH:38]=[CH:37][C:30]([O:31][CH2:32][C:33]([O:35][CH3:36])=[O:34])=[C:29]([CH3:39])[CH:28]=2)=[CH:19][CH:18]=1. Given the product [CH3:39][C:29]1[CH:28]=[C:27]([O:26][CH2:25]/[CH:24]=[C:23](\[C:20]2[CH:19]=[CH:18][C:17]([C:3]#[C:2][CH2:1][N:4]3[CH2:8][CH2:7][CH2:6][CH2:5]3)=[CH:22][CH:21]=2)/[C:40]2[CH:45]=[CH:44][C:43]([C:46]([F:49])([F:48])[F:47])=[CH:42][CH:41]=2)[CH:38]=[CH:37][C:30]=1[O:31][CH2:32][C:33]([O:35][CH3:36])=[O:34], predict the reactants needed to synthesize it. (2) Given the product [CH2:22]([N:29]1[C:34](=[O:35])[C:33]([C:36]2[CH:41]=[CH:40][C:39]([O:42][C:13]3[C:12]4[C:17](=[CH:18][C:9]([O:8][CH2:1][C:2]5[CH:7]=[CH:6][CH:5]=[CH:4][CH:3]=5)=[C:10]([O:20][CH3:21])[CH:11]=4)[N:16]=[CH:15][CH:14]=3)=[C:38]([F:43])[CH:37]=2)=[CH:32][N:31]=[CH:30]1)[C:23]1[CH:28]=[CH:27][CH:26]=[CH:25][CH:24]=1, predict the reactants needed to synthesize it. The reactants are: [CH2:1]([O:8][C:9]1[CH:18]=[C:17]2[C:12]([C:13](Cl)=[CH:14][CH:15]=[N:16]2)=[CH:11][C:10]=1[O:20][CH3:21])[C:2]1[CH:7]=[CH:6][CH:5]=[CH:4][CH:3]=1.[CH2:22]([N:29]1[C:34](=[O:35])[C:33]([C:36]2[CH:41]=[CH:40][C:39]([OH:42])=[C:38]([F:43])[CH:37]=2)=[CH:32][N:31]=[CH:30]1)[C:23]1[CH:28]=[CH:27][CH:26]=[CH:25][CH:24]=1. (3) Given the product [CH2:1]([O:3][C:4]([N:6]1[C:15]2[C:10](=[N:11][C:12]([N:58]([CH3:59])[CH3:57])=[CH:13][CH:14]=2)[C@@H:9]([NH:24][CH:25]([C:40]2[N:41]=[CH:42][C:43]([N:46]3[CH2:51][CH2:50][N:49]([C:52](=[O:54])[CH3:53])[CH2:48][CH2:47]3)=[CH:44][N:45]=2)[C:26]2[CH:27]=[C:28]([C:36]([F:37])([F:39])[F:38])[CH:29]=[C:30]([C:32]([F:34])([F:35])[F:33])[CH:31]=2)[CH2:8][C@H:7]1[CH2:55][CH3:56])=[O:5])[CH3:2], predict the reactants needed to synthesize it. The reactants are: [CH2:1]([O:3][C:4]([N:6]1[C:15]2[C:10](=[N:11][C:12](OS(C(F)(F)F)(=O)=O)=[CH:13][CH:14]=2)[C@@H:9]([NH:24][CH:25]([C:40]2[N:45]=[CH:44][C:43]([N:46]3[CH2:51][CH2:50][N:49]([C:52](=[O:54])[CH3:53])[CH2:48][CH2:47]3)=[CH:42][N:41]=2)[C:26]2[CH:31]=[C:30]([C:32]([F:35])([F:34])[F:33])[CH:29]=[C:28]([C:36]([F:39])([F:38])[F:37])[CH:27]=2)[CH2:8][C@H:7]1[CH2:55][CH3:56])=[O:5])[CH3:2].[CH3:57][NH:58][CH3:59].O.C(OCC)(=O)C. (4) Given the product [NH2:30][C:21]1[S:22][CH2:23][C@@H:24]2[C@@H:25]([CH2:28][F:29])[O:26][CH2:27][C@:19]2([C:3]2[CH:4]=[C:5]([NH:8][C:9]([C:11]3[CH:16]=[N:15][C:14]([O:17][CH3:18])=[CH:13][N:12]=3)=[O:10])[CH:6]=[CH:7][C:2]=2[F:1])[N:20]=1, predict the reactants needed to synthesize it. The reactants are: [F:1][C:2]1[CH:7]=[CH:6][C:5]([NH:8][C:9]([C:11]2[CH:16]=[N:15][C:14]([O:17][CH3:18])=[CH:13][N:12]=2)=[O:10])=[CH:4][C:3]=1[C@:19]12[CH2:27][O:26][C@H:25]([CH2:28][F:29])[C@H:24]1[CH2:23][S:22][C:21]([NH:30]C(=O)OC(C)(C)C)=[N:20]2.C(O)(C(F)(F)F)=O. (5) Given the product [C:1]([O:5][C:6](=[O:39])[N:7]([C:12]1[C:16]2[CH:17]=[C:18]([CH2:21][O:22][C:23]3[CH:24]=[CH:25][C:26]([C:29]4[CH:34]=[C:33]([F:35])[C:32]([F:36])=[CH:31][C:30]=4[O:37][CH3:38])=[CH:27][CH:28]=3)[CH:19]=[CH:20][C:15]=2[O:14][N:13]=1)[CH2:8][CH3:9])([CH3:4])([CH3:2])[CH3:3], predict the reactants needed to synthesize it. The reactants are: [C:1]([O:5][C:6](=[O:39])[N:7]([C:12]1[C:16]2[CH:17]=[C:18]([CH2:21][O:22][C:23]3[CH:28]=[CH:27][C:26]([C:29]4[CH:34]=[C:33]([F:35])[C:32]([F:36])=[CH:31][C:30]=4[O:37][CH3:38])=[CH:25][CH:24]=3)[CH:19]=[CH:20][C:15]=2[O:14][N:13]=1)[CH2:8][CH2:9]OC)([CH3:4])([CH3:3])[CH3:2].C(OC(=O)NC1C2C=C(COC3C=CC(C4C=C(F)C(F)=CC=4OC)=CC=3)C=CC=2ON=1)(C)(C)C.C(I)C. (6) Given the product [CH3:32][O:31][C:29]([C:22]1[CH:23]=[C:24]2[C:19](=[CH:20][CH:21]=1)[NH:18][CH:17]([C:13]1[CH:12]=[C:11]([CH:16]=[CH:15][CH:14]=1)[C:9]([OH:10])=[O:8])[C:26]([CH3:28])([CH3:27])[CH2:25]2)=[O:30], predict the reactants needed to synthesize it. The reactants are: C([O:8][C:9]([C:11]1[CH:12]=[C:13]([CH:17]2[C:26]([CH3:28])([CH3:27])[CH2:25][C:24]3[C:19](=[CH:20][CH:21]=[C:22]([C:29]([O:31][CH3:32])=[O:30])[CH:23]=3)[NH:18]2)[CH:14]=[CH:15][CH:16]=1)=[O:10])C1C=CC=CC=1.C(OCC)(=O)C. (7) Given the product [C:35]([CH2:34][O:33][C:18]1[C:19]([O:21][CH2:22][C:23]2[C:28]([O:29][CH3:30])=[CH:27][CH:26]=[C:25]([F:31])[C:24]=2[F:32])=[CH:20][C:15]([N:12]2[C:11](=[O:41])[N:10]([CH3:47])[C:9]3[C:13]2=[N:14][C:6]([OH:44])=[N:7][C:8]=3[O:42][CH3:43])=[C:16]([Cl:40])[CH:17]=1)([OH:37])=[O:36], predict the reactants needed to synthesize it. The reactants are: C(OC[C:6]1[N:14]=[C:13]2[C:9]([NH:10][C:11](=[O:41])[N:12]2[C:15]2[CH:20]=[C:19]([O:21][CH2:22][C:23]3[C:28]([O:29][CH3:30])=[CH:27][CH:26]=[C:25]([F:31])[C:24]=3[F:32])[C:18]([O:33][CH2:34][C:35]([O:37]CC)=[O:36])=[CH:17][C:16]=2[Cl:40])=[C:8]([O:42][CH3:43])[N:7]=1)(=O)C.[OH2:44].[OH-].[Li+].[CH3:47]O.Cl. (8) Given the product [CH3:1][O:2][C:3](=[O:16])[CH2:4][C:5]1[CH:10]=[CH:9][CH:8]=[C:7]([O:11][CH2:12][CH2:13][CH2:14][NH:21][CH2:20][C:19]2[CH:22]=[CH:23][CH:24]=[C:25]([C:26]([F:27])([F:28])[F:29])[C:18]=2[Cl:17])[CH:6]=1, predict the reactants needed to synthesize it. The reactants are: [CH3:1][O:2][C:3](=[O:16])[CH2:4][C:5]1[CH:10]=[CH:9][CH:8]=[C:7]([O:11][CH2:12][CH2:13][CH2:14]Br)[CH:6]=1.[Cl:17][C:18]1[C:25]([C:26]([F:29])([F:28])[F:27])=[CH:24][CH:23]=[CH:22][C:19]=1[CH2:20][NH2:21].C(=O)([O-])[O-].[K+].[K+]. (9) Given the product [Cl:25][C:19]1[CH:20]=[C:21]([Cl:24])[CH:22]=[CH:23][C:18]=1[N:17]([CH2:14][CH2:15][CH3:16])[C:11]([NH2:12])=[S:10], predict the reactants needed to synthesize it. The reactants are: C(Cl)(=O)C1C=CC=CC=1.[S-:10][C:11]#[N:12].[NH4+].[CH2:14]([NH:17][C:18]1[CH:23]=[CH:22][C:21]([Cl:24])=[CH:20][C:19]=1[Cl:25])[CH2:15][CH3:16]. (10) The reactants are: [Cl:1][C:2]1[CH:26]=[CH:25][C:5]([C:6]([NH:8][CH:9]([CH2:13][C:14]2[C:23]3[C:18](=[CH:19][CH:20]=[CH:21][CH:22]=3)[NH:17][C:16](=[O:24])[CH:15]=2)[C:10](O)=[O:11])=[O:7])=[CH:4][CH:3]=1.Cl.[CH2:28]([O:30][C:31](=[O:44])[C@H:32]([CH2:34][C:35]1[C:43]2[C:38](=[CH:39][CH:40]=[CH:41][CH:42]=2)[NH:37][CH:36]=1)[NH2:33])[CH3:29]. Given the product [Cl:1][C:2]1[CH:3]=[CH:4][C:5]([C:6]([NH:8][CH:9]([CH2:13][C:14]2[C:23]3[C:18](=[CH:19][CH:20]=[CH:21][CH:22]=3)[NH:17][C:16](=[O:24])[CH:15]=2)[C:10]([NH:33][CH:32]([CH2:34][C:35]2[C:43]3[C:38](=[CH:39][CH:40]=[CH:41][CH:42]=3)[NH:37][CH:36]=2)[C:31]([O:30][CH2:28][CH3:29])=[O:44])=[O:11])=[O:7])=[CH:25][CH:26]=1, predict the reactants needed to synthesize it.